This data is from Catalyst prediction with 721,799 reactions and 888 catalyst types from USPTO. The task is: Predict which catalyst facilitates the given reaction. (1) Reactant: [OH-].[Na+].C[O:4][C:5](=[O:41])[C@@H:6]([C:8]1[CH:9]=[C:10]([C:14]2[CH:19]=[CH:18][C:17]([C:20]([CH2:38][CH3:39])([C:23]3[CH:28]=[CH:27][C:26]([CH2:29][CH2:30][CH:31]([OH:36])[C:32]([CH3:35])([CH3:34])[CH3:33])=[C:25]([CH3:37])[CH:24]=3)[CH2:21][CH3:22])=[CH:16][C:15]=2[CH3:40])[CH:11]=[CH:12][CH:13]=1)[OH:7].Cl. Product: [CH2:21]([C:20]([C:17]1[CH:18]=[CH:19][C:14]([C:10]2[CH:11]=[CH:12][CH:13]=[C:8]([C@@H:6]([OH:7])[C:5]([OH:41])=[O:4])[CH:9]=2)=[C:15]([CH3:40])[CH:16]=1)([C:23]1[CH:28]=[CH:27][C:26]([CH2:29][CH2:30][CH:31]([OH:36])[C:32]([CH3:34])([CH3:35])[CH3:33])=[C:25]([CH3:37])[CH:24]=1)[CH2:38][CH3:39])[CH3:22]. The catalyst class is: 5. (2) Product: [ClH:34].[CH3:1][O:2][C:3](=[O:33])[C@H:4]([CH2:13][C:14]1[CH:15]=[CH:16][C:17]([C:20]2[C:21](=[O:32])[N:22]([CH3:31])[C:23]([CH3:30])=[CH:24][C:25]=2[C:26]([F:27])([F:28])[F:29])=[CH:18][CH:19]=1)[NH2:5]. The catalyst class is: 472. Reactant: [CH3:1][O:2][C:3](=[O:33])[C@H:4]([CH2:13][C:14]1[CH:19]=[CH:18][C:17]([C:20]2[C:21](=[O:32])[N:22]([CH3:31])[C:23]([CH3:30])=[CH:24][C:25]=2[C:26]([F:29])([F:28])[F:27])=[CH:16][CH:15]=1)[NH:5]C(OC(C)(C)C)=O.[ClH:34]. (3) Reactant: [CH3:1][CH2:2][CH2:3][S:4]([NH:7][C:8]1[CH:9]=[CH:10][C:11]([F:33])=[C:12]([C:15]([C:17]2[C:21]3[CH:22]=[C:23]([C:26]4[CH:27]=[CH:28][C:29]([Cl:32])=[CH:30][CH:31]=4)[CH:24]=[N:25][C:20]=3[NH:19][CH:18]=2)=[O:16])[C:13]=1[F:14])(=[O:6])=[O:5].[OH:34][CH2:35][CH2:36][N+:37]([CH3:40])([CH3:39])[CH3:38]. Product: [CH3:1][CH2:2][CH2:3][S:4]([NH:7][C:8]1[CH:9]=[CH:10][C:11]([F:33])=[C:12]([C:15]([C:17]2[C:21]3[CH:22]=[C:23]([C:26]4[CH:27]=[CH:28][C:29]([Cl:32])=[CH:30][CH:31]=4)[CH:24]=[N:25][C:20]=3[NH:19][CH:18]=2)=[O:16])[C:13]=1[F:14])(=[O:6])=[O:5].[OH:34][CH2:35][CH2:36][N+:37]([CH3:40])([CH3:39])[CH3:38]. The catalyst class is: 21. (4) Reactant: [NH2:1][C:2]1[C:7]2[CH:8]=[CH:9][N:10]([C:11]([C:13]3[C:18]([Cl:19])=[CH:17][CH:16]=[CH:15][C:14]=3[Cl:20])=[O:12])[C:6]=2[CH:5]=[CH:4][N:3]=1.C(N(CC)CC)C.Cl[C:29]([O:31][CH3:32])=[O:30].O. Product: [CH3:32][O:31][C:29](=[O:30])[NH:1][C:2]1[C:7]2[CH:8]=[CH:9][N:10]([C:11](=[O:12])[C:13]3[C:18]([Cl:19])=[CH:17][CH:16]=[CH:15][C:14]=3[Cl:20])[C:6]=2[CH:5]=[CH:4][N:3]=1. The catalyst class is: 7.